This data is from Full USPTO retrosynthesis dataset with 1.9M reactions from patents (1976-2016). The task is: Predict the reactants needed to synthesize the given product. (1) Given the product [NH2:1][C:2]1[N:11]=[C:10]([N:12]2[CH2:17][CH2:16][N:15]([C:18](=[O:20])[CH3:19])[CH2:14][CH2:13]2)[C:9]2[C:4](=[CH:5][CH:6]=[C:7]([C:29]3[CH:30]=[CH:31][C:26]([NH:25][C:22](=[O:24])[CH3:23])=[CH:27][CH:28]=3)[CH:8]=2)[N:3]=1, predict the reactants needed to synthesize it. The reactants are: [NH2:1][C:2]1[N:11]=[C:10]([N:12]2[CH2:17][CH2:16][N:15]([C:18](=[O:20])[CH3:19])[CH2:14][CH2:13]2)[C:9]2[C:4](=[CH:5][CH:6]=[C:7](Br)[CH:8]=2)[N:3]=1.[C:22]([NH:25][C:26]1[CH:31]=[CH:30][C:29](B(O)O)=[CH:28][CH:27]=1)(=[O:24])[CH3:23]. (2) Given the product [F:13][C:9]1[CH:8]=[C:7]([CH:2]([N:14]2[CH2:19][CH2:18][CH2:17][CH2:16][CH2:15]2)[C:3]([O:5][CH3:6])=[O:4])[CH:12]=[CH:11][CH:10]=1, predict the reactants needed to synthesize it. The reactants are: Br[CH:2]([C:7]1[CH:12]=[CH:11][CH:10]=[C:9]([F:13])[CH:8]=1)[C:3]([O:5][CH3:6])=[O:4].[NH:14]1[CH2:19][CH2:18][CH2:17][CH2:16][CH2:15]1.CCN(C(C)C)C(C)C. (3) Given the product [Cl:8][C:6]1[CH:7]=[C:2]([C:13]2[CH:12]=[C:11]([Cl:10])[CH:16]=[CH:15][C:14]=2[CH3:20])[N:3]=[C:4]([NH2:9])[N:5]=1, predict the reactants needed to synthesize it. The reactants are: Cl[C:2]1[CH:7]=[C:6]([Cl:8])[N:5]=[C:4]([NH2:9])[N:3]=1.[Cl:10][C:11]1[CH:12]=[CH:13][C:14]([CH3:20])=[C:15](B(O)O)[CH:16]=1.C1(P(C2C=CC=CC=2)C2C=CC=CC=2)C=CC=CC=1.C(=O)([O-])[O-].[Na+].[Na+]. (4) The reactants are: FC1C=C2C(C(I)=CN2S(C2C=CC=CC=2)(=O)=O)=CC=1.C1(S([N:30]2[C:38]3[C:33](=[CH:34][CH:35]=[C:36]([F:39])[CH:37]=3)[C:32]([C:40]3[CH:41]=[CH:42][C:43]4[O:47][C:46]([CH2:48][N:49]5[CH2:54][CH2:53][O:52][CH2:51][CH2:50]5)=[N:45][C:44]=4[CH:55]=3)=[CH:31]2)(=O)=O)C=CC=CC=1. Given the product [F:39][C:36]1[CH:37]=[C:38]2[C:33]([C:32]([C:40]3[CH:41]=[CH:42][C:43]4[O:47][C:46]([CH2:48][N:49]5[CH2:54][CH2:53][O:52][CH2:51][CH2:50]5)=[N:45][C:44]=4[CH:55]=3)=[CH:31][NH:30]2)=[CH:34][CH:35]=1, predict the reactants needed to synthesize it.